This data is from Full USPTO retrosynthesis dataset with 1.9M reactions from patents (1976-2016). The task is: Predict the reactants needed to synthesize the given product. Given the product [CH2:8]([O:7][C:1](=[O:6])[CH:2]=[C:3]([O:4][Si:18]([CH3:20])([CH3:19])[CH3:17])[CH3:5])[CH3:9], predict the reactants needed to synthesize it. The reactants are: [C:1]([O:7][CH2:8][CH3:9])(=[O:6])[CH2:2][C:3]([CH3:5])=[O:4].C(N(CC)CC)C.[CH3:17][Si:18](Cl)([CH3:20])[CH3:19].O.